Dataset: Forward reaction prediction with 1.9M reactions from USPTO patents (1976-2016). Task: Predict the product of the given reaction. The product is: [NH2:33][C:32]1[CH:31]=[CH:30][N:29]=[CH:28][C:27]=1[C:22]1[CH:23]=[CH:24][CH:25]=[C:26]2[C:21]=1[CH2:20][CH2:19][N:18]([C:2]1[NH:11][C:10](=[O:12])[C:9]3[C:4](=[CH:5][C:6]([O:15][CH3:16])=[C:7]([O:13][CH3:14])[CH:8]=3)[N:3]=1)[CH2:17]2. Given the reactants Cl[C:2]1[NH:11][C:10](=[O:12])[C:9]2[C:4](=[CH:5][C:6]([O:15][CH3:16])=[C:7]([O:13][CH3:14])[CH:8]=2)[N:3]=1.[CH2:17]1[C:26]2[C:21](=[C:22]([C:27]3[CH:28]=[N:29][CH:30]=[CH:31][C:32]=3[NH2:33])[CH:23]=[CH:24][CH:25]=2)[CH2:20][CH2:19][NH:18]1, predict the reaction product.